This data is from Reaction yield outcomes from USPTO patents with 853,638 reactions. The task is: Predict the reaction yield, written as a fraction of the theoretical maximum amount of product (1.0 means a 100% yield; for example, 0.34 means a 34% yield). The reactants are [CH2:1]([N:3]([CH:30]1[CH2:35][CH2:34][O:33][CH2:32][CH2:31]1)[C:4]1[CH:5]=[C:6]([C:15]#[C:16][CH:17]2[CH2:22][CH2:21][N:20]([C:23]([O:25][C:26]([CH3:29])([CH3:28])[CH3:27])=[O:24])[CH2:19][CH2:18]2)[CH:7]=[C:8]([C:11]([O:13]C)=[O:12])[C:9]=1[CH3:10])[CH3:2].[OH-].[Na+]. The catalyst is C(O)C.O. The product is [C:26]([O:25][C:23]([N:20]1[CH2:21][CH2:22][CH:17]([C:16]#[C:15][C:6]2[CH:5]=[C:4]([N:3]([CH2:1][CH3:2])[CH:30]3[CH2:35][CH2:34][O:33][CH2:32][CH2:31]3)[C:9]([CH3:10])=[C:8]([CH:7]=2)[C:11]([OH:13])=[O:12])[CH2:18][CH2:19]1)=[O:24])([CH3:28])([CH3:29])[CH3:27]. The yield is 0.990.